From a dataset of Reaction yield outcomes from USPTO patents with 853,638 reactions. Predict the reaction yield, written as a fraction of the theoretical maximum amount of product (1.0 means a 100% yield; for example, 0.34 means a 34% yield). (1) The reactants are Cl[C:2]1[C:11]2[C:6](=[CH:7][CH:8]=[C:9]([CH:12]=[O:13])[CH:10]=2)[N:5]=[CH:4][CH:3]=1.[N:14]1[CH:19]=[CH:18][C:17](B(O)O)=[CH:16][CH:15]=1.C([O-])([O-])=O.[K+].[K+]. The catalyst is CN(C=O)C. The product is [N:14]1[CH:19]=[CH:18][C:17]([C:2]2[C:11]3[C:6](=[CH:7][CH:8]=[C:9]([CH:12]=[O:13])[CH:10]=3)[N:5]=[CH:4][CH:3]=2)=[CH:16][CH:15]=1. The yield is 0.510. (2) The reactants are [CH:1]([C:4]1[C:13]2[O:12][CH2:11][C:10](=[O:14])[NH:9][C:8]=2[CH:7]=[CH:6][CH:5]=1)([CH3:3])[CH3:2].C([O-])([O-])=O.[Cs+].[Cs+].[Cl:21][CH2:22][CH2:23][CH2:24]I. The catalyst is CCCCCCC.CCOC(C)=O. The product is [Cl:21][CH2:22][CH2:23][CH2:24][N:9]1[C:8]2[CH:7]=[CH:6][CH:5]=[C:4]([CH:1]([CH3:3])[CH3:2])[C:13]=2[O:12][CH2:11][C:10]1=[O:14]. The yield is 0.700. (3) The reactants are [I-].[CH3:2][S+](C)(C)=O.[H-].[Na+].[F:9][C:10]1[CH:24]=[CH:23][C:13]([C:14]([N:16]2[CH2:21][CH2:20][C:19](=[O:22])[CH2:18][CH2:17]2)=[O:15])=[CH:12][CH:11]=1. The catalyst is CS(C)=O. The product is [F:9][C:10]1[CH:24]=[CH:23][C:13]([C:14]([N:16]2[CH2:17][CH2:18][C:19]3([O:22][CH2:2]3)[CH2:20][CH2:21]2)=[O:15])=[CH:12][CH:11]=1. The yield is 0.400.